From a dataset of NCI-60 drug combinations with 297,098 pairs across 59 cell lines. Regression. Given two drug SMILES strings and cell line genomic features, predict the synergy score measuring deviation from expected non-interaction effect. Drug 1: CC1OCC2C(O1)C(C(C(O2)OC3C4COC(=O)C4C(C5=CC6=C(C=C35)OCO6)C7=CC(=C(C(=C7)OC)O)OC)O)O. Drug 2: CN1C2=C(C=C(C=C2)N(CCCl)CCCl)N=C1CCCC(=O)O.Cl. Cell line: SK-MEL-5. Synergy scores: CSS=11.1, Synergy_ZIP=-8.08, Synergy_Bliss=0.101, Synergy_Loewe=-16.6, Synergy_HSA=-3.04.